This data is from Forward reaction prediction with 1.9M reactions from USPTO patents (1976-2016). The task is: Predict the product of the given reaction. (1) Given the reactants [CH3:1][O:2][C:3]1[CH:8]=[C:7]([O:9][CH3:10])[CH:6]=[CH:5][C:4]=1[CH2:11][N:12]1[C:17]([OH:18])=[C:16]([C:19](OCC)=[O:20])[C:15](=[O:24])[N:14]([CH2:25][C:26]2[CH:31]=[CH:30][CH:29]=[CH:28][CH:27]=2)[C:13]1=[O:32].C1CCN2C(=NCCC2)CC1.[NH2:44][CH2:45][C:46]([OH:48])=[O:47], predict the reaction product. The product is: [CH3:1][O:2][C:3]1[CH:8]=[C:7]([O:9][CH3:10])[CH:6]=[CH:5][C:4]=1[CH2:11][N:12]1[C:17]([OH:18])=[C:16]([C:19]([NH:44][CH2:45][C:46]([OH:48])=[O:47])=[O:20])[C:15](=[O:24])[N:14]([CH2:25][C:26]2[CH:27]=[CH:28][CH:29]=[CH:30][CH:31]=2)[C:13]1=[O:32]. (2) Given the reactants [C:1]1(=O)[O:6][C:4](=[O:5])[C:3]2=[CH:7][CH:8]=[CH:9][CH:10]=[C:2]12.[NH2:12]C(N)=O.N#N.C(O)C, predict the reaction product. The product is: [C:1]1(=[O:6])[NH:12][C:4](=[O:5])[C:3]2=[CH:7][CH:8]=[CH:9][CH:10]=[C:2]12.